Dataset: Full USPTO retrosynthesis dataset with 1.9M reactions from patents (1976-2016). Task: Predict the reactants needed to synthesize the given product. (1) Given the product [C:31]([O:35][C:36](=[O:42])[NH:37][CH:38]1[CH2:41][N:40]([C:28](=[O:30])[CH2:27][C:24]2[CH:23]=[CH:22][C:21]([O:14][C:15]3[CH:16]=[CH:17][CH:18]=[CH:19][CH:20]=3)=[CH:26][CH:25]=2)[CH2:39]1)([CH3:34])([CH3:32])[CH3:33], predict the reactants needed to synthesize it. The reactants are: C(Cl)CCl.C(N(CC)C(C)C)(C)C.[O:14]([C:21]1[CH:26]=[CH:25][C:24]([CH2:27][C:28]([OH:30])=O)=[CH:23][CH:22]=1)[C:15]1[CH:20]=[CH:19][CH:18]=[CH:17][CH:16]=1.[C:31]([O:35][C:36](=[O:42])[NH:37][CH:38]1[CH2:41][NH:40][CH2:39]1)([CH3:34])([CH3:33])[CH3:32]. (2) Given the product [NH2:1][C:2]1[C:11]([Cl:12])=[CH:10][C:5]([C:6]([OH:8])=[O:7])=[C:4]([O:13][CH3:14])[C:3]=1[O:15][CH3:16], predict the reactants needed to synthesize it. The reactants are: [NH2:1][C:2]1[C:11]([Cl:12])=[CH:10][C:5]([C:6]([O:8]C)=[O:7])=[C:4]([O:13][CH3:14])[C:3]=1[O:15][CH3:16].[OH-].[K+].Cl.